Dataset: Full USPTO retrosynthesis dataset with 1.9M reactions from patents (1976-2016). Task: Predict the reactants needed to synthesize the given product. (1) Given the product [CH:23]([C:21]1[CH:20]=[CH:19][C:17]2[C:16](=[C:7]3[C:12](=[C:13]([NH2:14])[N:18]=2)[CH:11]=[CH:10][CH:9]=[CH:8]3)[CH:22]=1)([CH3:25])[CH3:24], predict the reactants needed to synthesize it. The reactants are: B1([C:7]2[C:12]([C:13]#[N:14])=[CH:11][CH:10]=[CH:9][CH:8]=2)OCCCO1.Br[C:16]1[CH:22]=[C:21]([CH:23]([CH3:25])[CH3:24])[CH:20]=[CH:19][C:17]=1[NH2:18].C(=O)([O-])[O-].[K+].[K+].C1(C)C=CC=CC=1. (2) Given the product [CH:12]1[C:24]2[N:23]([C:25]3[CH:32]=[CH:31][C:28](/[CH:29]=[C:6]4\[O:5][C:4]([O:3][CH2:1][CH3:2])([CH3:11])[O:9]/[C:8](=[CH:29]\[C:28]5[CH:27]=[CH:26][C:25]([N:23]6[C:24]7[CH:12]=[CH:13][CH:14]=[CH:15][C:16]=7[C:17]7[C:22]6=[CH:21][CH:20]=[CH:19][CH:18]=7)=[CH:32][CH:31]=5)/[C:7]\4=[O:10])=[CH:27][CH:26]=3)[C:22]3[C:17](=[CH:18][CH:19]=[CH:20][CH:21]=3)[C:16]=2[CH:15]=[CH:14][CH:13]=1, predict the reactants needed to synthesize it. The reactants are: [CH2:1]([O:3][C:4]1([CH3:11])[O:9][CH2:8][C:7](=[O:10])[CH2:6][O:5]1)[CH3:2].[CH:12]1[C:24]2[N:23]([C:25]3[CH:32]=[CH:31][C:28]([CH:29]=O)=[CH:27][CH:26]=3)[C:22]3[C:17](=[CH:18][CH:19]=[CH:20][CH:21]=3)[C:16]=2[CH:15]=[CH:14][CH:13]=1.